From a dataset of Full USPTO retrosynthesis dataset with 1.9M reactions from patents (1976-2016). Predict the reactants needed to synthesize the given product. (1) Given the product [O:21]=[C:20]([C:19]1[CH:24]=[CH:25][CH:26]=[C:17]([O:16][CH2:15][CH:12]2[CH2:11][CH2:10][O:9][CH2:14][CH2:13]2)[CH:18]=1)[CH2:1][C:2]#[N:3], predict the reactants needed to synthesize it. The reactants are: [CH3:1][C:2]#[N:3].[Li]CCCC.[O:9]1[CH2:14][CH2:13][CH:12]([CH2:15][O:16][C:17]2[CH:18]=[C:19]([CH:24]=[CH:25][CH:26]=2)[C:20](OC)=[O:21])[CH2:11][CH2:10]1. (2) Given the product [Br:12][CH2:2][C:1]([C:4]1([C:7]([O:9][CH2:10][CH3:11])=[O:8])[CH2:6][CH2:5]1)=[O:3], predict the reactants needed to synthesize it. The reactants are: [C:1]([C:4]1([C:7]([O:9][CH2:10][CH3:11])=[O:8])[CH2:6][CH2:5]1)(=[O:3])[CH3:2].[Br:12]Br.O. (3) Given the product [CH3:11][O:10][C:4]1[CH:3]=[C:2]([CH:27]([C:26]2[CH:29]=[CH:30][C:31]([O:32][CH3:33])=[C:24]([F:23])[CH:25]=2)[OH:28])[CH:7]=[C:6]([O:8][CH3:9])[CH:5]=1, predict the reactants needed to synthesize it. The reactants are: Br[C:2]1[CH:7]=[C:6]([O:8][CH3:9])[CH:5]=[C:4]([O:10][CH3:11])[CH:3]=1.C([Li])CCC.CCCCCC.[F:23][C:24]1[CH:25]=[C:26]([CH:29]=[CH:30][C:31]=1[O:32][CH3:33])[CH:27]=[O:28].